From a dataset of Full USPTO retrosynthesis dataset with 1.9M reactions from patents (1976-2016). Predict the reactants needed to synthesize the given product. Given the product [CH:44]([O:43][C:35]1[CH:34]=[C:33]([C:30]2[N:31]=[CH:32][N:28](/[CH:27]=[CH:26]\[C:25]([NH:49][NH2:50])=[O:47])[N:29]=2)[CH:38]=[C:37]([C:39]([F:41])([F:40])[F:42])[CH:36]=1)([CH3:46])[CH3:45], predict the reactants needed to synthesize it. The reactants are: [CH:44]([O:43][C:35]1[CH:34]=[C:33]([C:30]2[N:31]=[CH:32][N:28](/[CH:27]=[CH:26]\[C:25](O[C:25](=[O:47])/[CH:26]=[CH:27]\[N:28]3[CH:32]=[N:31][C:30]([C:33]4[CH:38]=[C:37]([C:39]([F:42])([F:41])[F:40])[CH:36]=[C:35]([O:43][CH:44]([CH3:46])[CH3:45])[CH:34]=4)=[N:29]3)=[O:47])[N:29]=2)[CH:38]=[C:37]([C:39]([F:40])([F:42])[F:41])[CH:36]=1)([CH3:45])[CH3:46].O.[NH2:49][NH2:50].